This data is from Reaction yield outcomes from USPTO patents with 853,638 reactions. The task is: Predict the reaction yield, written as a fraction of the theoretical maximum amount of product (1.0 means a 100% yield; for example, 0.34 means a 34% yield). (1) The reactants are [OH:1][C:2]1[CH:30]=[CH:29][C:5]2[C:6](=[O:28])/[C:7](=[CH:9]/[C:10]3[C:18]4[C:13](=[CH:14][CH:15]=[C:16]([O:19][CH2:20][CH2:21][N:22]5[CH2:27][CH2:26][O:25][CH2:24][CH2:23]5)[CH:17]=4)[NH:12][CH:11]=3)/[O:8][C:4]=2[C:3]=1[CH2:31][N:32]1[CH2:37][CH2:36][N:35](C(OC(C)(C)C)=O)[CH2:34][CH2:33]1.[ClH:45]. The catalyst is C(Cl)Cl.O1CCOCC1. The product is [ClH:45].[ClH:45].[OH:1][C:2]1[CH:30]=[CH:29][C:5]2[C:6](=[O:28])/[C:7](=[CH:9]/[C:10]3[C:18]4[C:13](=[CH:14][CH:15]=[C:16]([O:19][CH2:20][CH2:21][N:22]5[CH2:23][CH2:24][O:25][CH2:26][CH2:27]5)[CH:17]=4)[NH:12][CH:11]=3)/[O:8][C:4]=2[C:3]=1[CH2:31][N:32]1[CH2:33][CH2:34][NH:35][CH2:36][CH2:37]1. The yield is 0.600. (2) The reactants are [C:1](=[O:45])([O:33][CH2:34][CH2:35][CH2:36][O:37]CC1C=CC=CC=1)[O:2][CH2:3][O:4][C:5]1[C:6](=[O:32])[C:7]([C:20]([NH:22][CH2:23][C:24]2[CH:29]=[CH:28][C:27]([F:30])=[CH:26][C:25]=2[F:31])=[O:21])=[CH:8][N:9]2[C:14]=1[C:13](=[O:15])[N:12]1[C@@H:16]([CH3:19])[CH2:17][O:18][C@@H:11]1[CH2:10]2.[Na].FC1C=C(F)C=CC=1CNC(C1C(=O)C(O)=C2C(=O)N3[C@@H](C)CO[C@@H]3CN2C=1)=O.C(=O)(OCCCOCC1C=CC=CC=1)OCI.C(=O)([O-])[O-].[K+].[K+]. The catalyst is S([O-])(O)(=O)=O.C([N+](CCCC)(CCCC)CCCC)CCC. The product is [C:1](=[O:45])([O:33][CH2:34][CH2:35][CH2:36][OH:37])[O:2][CH2:3][O:4][C:5]1[C:6](=[O:32])[C:7]([C:20]([NH:22][CH2:23][C:24]2[CH:29]=[CH:28][C:27]([F:30])=[CH:26][C:25]=2[F:31])=[O:21])=[CH:8][N:9]2[C:14]=1[C:13](=[O:15])[N:12]1[C@@H:16]([CH3:19])[CH2:17][O:18][C@@H:11]1[CH2:10]2. The yield is 0.950. (3) The reactants are [OH:1][C:2]1[CH:3]=[C:4]([CH:15]=[CH:16][C:17]=1[N+:18]([O-:20])=[O:19])[C:5]([O:7][CH2:8][C:9]1[CH:14]=[CH:13][CH:12]=[CH:11][CH:10]=1)=[O:6].C(=O)([O-])[O-].[K+].[K+].Br[CH2:28][CH:29]=[CH2:30]. The catalyst is C(#N)C. The product is [CH2:30]([O:1][C:2]1[CH:3]=[C:4]([CH:15]=[CH:16][C:17]=1[N+:18]([O-:20])=[O:19])[C:5]([O:7][CH2:8][C:9]1[CH:14]=[CH:13][CH:12]=[CH:11][CH:10]=1)=[O:6])[CH:29]=[CH2:28]. The yield is 0.942. (4) The reactants are [CH3:1][Si:2]([CH3:19])([CH3:18])[CH2:3][CH2:4][O:5][CH2:6][N:7]1[C:11]2[CH:12]=[CH:13][CH:14]=[CH:15][C:10]=2[N:9]=[C:8]1[CH:16]=O.[NH2:20][CH:21]1[C:30]2[N:29]=[CH:28][CH:27]=[CH:26][C:25]=2[CH2:24][CH2:23][CH2:22]1.[BH4-].[Na+]. The catalyst is CO. The product is [CH3:1][Si:2]([CH3:19])([CH3:18])[CH2:3][CH2:4][O:5][CH2:6][N:7]1[C:11]2[CH:12]=[CH:13][CH:14]=[CH:15][C:10]=2[N:9]=[C:8]1[CH2:16][NH:20][CH:21]1[C:30]2[N:29]=[CH:28][CH:27]=[CH:26][C:25]=2[CH2:24][CH2:23][CH2:22]1. The yield is 0.980. (5) The reactants are [CH2:1]([O:3][C:4]([C:6]1[NH:7][CH:8]=[CH:9][CH:10]=1)=[O:5])[CH3:2].[Cl-].[Al+3].[Cl-].[Cl-].[CH:15]1([CH2:20][CH2:21][C:22](Cl)=[O:23])[CH2:19][CH2:18][CH2:17][CH2:16]1. The catalyst is ClC(Cl)C. The product is [CH2:1]([O:3][C:4]([C:6]1[NH:7][CH:8]=[C:9]([C:22](=[O:23])[CH2:21][CH2:20][CH:15]2[CH2:19][CH2:18][CH2:17][CH2:16]2)[CH:10]=1)=[O:5])[CH3:2]. The yield is 0.656. (6) The reactants are [NH2:1][C:2]1[C:7]([O:8][C@H:9]2[CH2:13][N:12]([C:14]([O:16][C:17]([CH3:20])([CH3:19])[CH3:18])=[O:15])[CH2:11][C:10]2([F:22])[F:21])=[CH:6][C:5](Br)=[CH:4][N:3]=1.C(N(CC)CC)C. The catalyst is CO.C1C=CC(P(C2C=CC=CC=2)[C-]2C=CC=C2)=CC=1.C1C=CC(P(C2C=CC=CC=2)[C-]2C=CC=C2)=CC=1.Cl[Pd]Cl.[Fe+2]. The product is [NH2:1][C:2]1[N:3]=[CH:4][C:5]([C:14]([O:16][CH3:17])=[O:15])=[CH:6][C:7]=1[O:8][C@@H:9]1[C:10]([F:22])([F:21])[CH2:11][N:12]([C:14]([O:16][C:17]([CH3:20])([CH3:19])[CH3:18])=[O:15])[CH2:13]1. The yield is 0.750. (7) The reactants are [NH2:1][C:2]1[C:7]([NH:8][C:9]2[CH:14]=[CH:13][C:12]([I:15])=[CH:11][C:10]=2[F:16])=[C:6]([CH3:17])[C:5](=[O:18])[N:4]2[CH2:19][CH2:20][O:21][C:3]=12.[CH2:22]([O:29][CH2:30][CH:31]([CH:41]1[CH2:44][CH:43]([S:45](Cl)(=[O:47])=[O:46])[CH2:42]1)[CH2:32][O:33][CH2:34][C:35]1[CH:40]=[CH:39][CH:38]=[CH:37][CH:36]=1)[C:23]1[CH:28]=[CH:27][CH:26]=[CH:25][CH:24]=1. The catalyst is N1C=CC=CC=1. The product is [CH2:34]([O:33][CH2:32][CH:31]([CH:41]1[CH2:42][CH:43]([S:45]([NH:1][C:2]2[C:7]([NH:8][C:9]3[CH:14]=[CH:13][C:12]([I:15])=[CH:11][C:10]=3[F:16])=[C:6]([CH3:17])[C:5](=[O:18])[N:4]3[CH2:19][CH2:20][O:21][C:3]=23)(=[O:47])=[O:46])[CH2:44]1)[CH2:30][O:29][CH2:22][C:23]1[CH:24]=[CH:25][CH:26]=[CH:27][CH:28]=1)[C:35]1[CH:36]=[CH:37][CH:38]=[CH:39][CH:40]=1. The yield is 0.710.